The task is: Predict which catalyst facilitates the given reaction.. This data is from Catalyst prediction with 721,799 reactions and 888 catalyst types from USPTO. (1) Reactant: [NH2:1][C:2]1[CH:11]=[CH:10][C:5]([C:6]([O:8][CH3:9])=[O:7])=[CH:4][N:3]=1.Br[CH2:13][C:14](=O)[C:15]([CH3:18])([CH3:17])[CH3:16].C([O-])(O)=O.[Na+]. Product: [C:15]([C:14]1[N:1]=[C:2]2[CH:11]=[CH:10][C:5]([C:6]([O:8][CH3:9])=[O:7])=[CH:4][N:3]2[CH:13]=1)([CH3:18])([CH3:17])[CH3:16]. The catalyst class is: 5. (2) Reactant: [CH2:1]([N:8]([C:20]1[C:25]([Cl:26])=[CH:24][C:23]([C:27]([F:30])([F:29])[F:28])=[CH:22][N:21]=1)[S:9]([C:12]1[CH:17]=[CH:16][C:15]([C:18]#[N:19])=[CH:14][CH:13]=1)(=[O:11])=[O:10])[C:2]1[CH:7]=[CH:6][CH:5]=[CH:4][CH:3]=1.[N-:31]=[N+:32]=[N-:33].[Na+].[NH4+].[Cl-]. Product: [CH2:1]([N:8]([C:20]1[C:25]([Cl:26])=[CH:24][C:23]([C:27]([F:30])([F:28])[F:29])=[CH:22][N:21]=1)[S:9]([C:12]1[CH:13]=[CH:14][C:15]([C:18]2[N:31]=[N:32][NH:33][N:19]=2)=[CH:16][CH:17]=1)(=[O:10])=[O:11])[C:2]1[CH:7]=[CH:6][CH:5]=[CH:4][CH:3]=1. The catalyst class is: 3. (3) Reactant: [OH-].[Na+].[CH3:3][C:4]1[CH:5]=[C:6]([NH:10][C:11]2[S:12][C:13]([CH2:22][CH2:23][C:24]([O:26]C)=[O:25])=[C:14]([C:16]3[CH:21]=[CH:20][N:19]=[CH:18][CH:17]=3)[N:15]=2)[CH:7]=[CH:8][CH:9]=1. Product: [CH3:3][C:4]1[CH:5]=[C:6]([NH:10][C:11]2[S:12][C:13]([CH2:22][CH2:23][C:24]([OH:26])=[O:25])=[C:14]([C:16]3[CH:21]=[CH:20][N:19]=[CH:18][CH:17]=3)[N:15]=2)[CH:7]=[CH:8][CH:9]=1. The catalyst class is: 5. (4) Reactant: [CH:1]1([N:4]([CH2:26][C:27]2[CH:32]=[C:31]([CH2:33][CH2:34][CH2:35][O:36][CH3:37])[CH:30]=[C:29]([O:38][CH2:39][CH2:40][O:41][CH3:42])[CH:28]=2)[C:5]([C@@H:7]2[C@@:12]([OH:18])([C:13]3[N:14]=[N:15][NH:16][CH:17]=3)[CH2:11][CH2:10][N:9](C(OC(C)(C)C)=O)[CH2:8]2)=[O:6])[CH2:3][CH2:2]1.Cl. Product: [CH:1]1([N:4]([CH2:26][C:27]2[CH:32]=[C:31]([CH2:33][CH2:34][CH2:35][O:36][CH3:37])[CH:30]=[C:29]([O:38][CH2:39][CH2:40][O:41][CH3:42])[CH:28]=2)[C:5]([CH:7]2[C:12]([OH:18])([C:13]3[N:14]=[N:15][NH:16][CH:17]=3)[CH2:11][CH2:10][NH:9][CH2:8]2)=[O:6])[CH2:3][CH2:2]1. The catalyst class is: 2.